Predict the reactants needed to synthesize the given product. From a dataset of Full USPTO retrosynthesis dataset with 1.9M reactions from patents (1976-2016). (1) Given the product [Cl:18][C:13]1[CH:14]=[N:15][CH:16]=[CH:17][C:12]=1[CH2:11][NH:10][C:7]1[N:6]=[CH:5][C:4]([CH2:3][OH:2])=[CH:9][CH:8]=1, predict the reactants needed to synthesize it. The reactants are: C[O:2][C:3](=O)[C:4]1[CH:9]=[CH:8][C:7]([NH:10][CH2:11][C:12]2[CH:17]=[CH:16][N:15]=[CH:14][C:13]=2[Cl:18])=[N:6][CH:5]=1.[AlH4-].[Li+].O.O.O.O.O.O.O.O.O.O.S([O-])([O-])(=O)=O.[Na+].[Na+]. (2) Given the product [CH:26](/[C:19]1[N:1]([C:4]2[CH:5]=[CH:6][C:7]([C:8]([NH:10][CH2:11][C:12]([F:14])([F:13])[F:15])=[O:9])=[CH:16][CH:17]=2)[N:2]=[N:3][C:20]=1[C:21]([OH:23])=[O:22])=[CH:27]\[CH3:28], predict the reactants needed to synthesize it. The reactants are: [N:1]([C:4]1[CH:17]=[CH:16][C:7]([C:8]([NH:10][CH2:11][C:12]([F:15])([F:14])[F:13])=[O:9])=[CH:6][CH:5]=1)=[N+:2]=[N-:3].O=[C:19]([CH2:26][CH:27]=[CH2:28])[CH2:20][C:21]([O:23]CC)=[O:22].[O-]CC.[Na+]. (3) Given the product [CH2:12]([N:9]1[C:10]2[C:5](=[CH:4][C:3]([CH3:17])=[C:2]([C:22]3[CH:23]=[CH:24][CH:25]=[CH:26][C:21]=3[O:20][C:19]([F:18])([F:31])[F:30])[CH:11]=2)[C:6]([CH3:16])([CH3:15])[CH2:7][C:8]1=[O:14])[CH3:13], predict the reactants needed to synthesize it. The reactants are: Br[C:2]1[CH:11]=[C:10]2[C:5]([C:6]([CH3:16])([CH3:15])[CH2:7][C:8](=[O:14])[N:9]2[CH2:12][CH3:13])=[CH:4][C:3]=1[CH3:17].[F:18][C:19]([F:31])([F:30])[O:20][C:21]1[CH:26]=[CH:25][CH:24]=[CH:23][C:22]=1B(O)O. (4) Given the product [O:11]=[C:9]([N:41]1[CH2:42][CH2:43][C@H:39]([O:38][CH2:37][CH2:36][O:35][CH2:34][CH2:33][O:32][CH2:31][CH2:30][O:29][CH2:28][CH2:27][O:26][CH2:25][CH2:24][O:23][CH3:22])[CH2:40]1)[C@@H:2]([NH:1][C:12](=[O:13])[O:14][CH2:15][C:16]1[CH:21]=[CH:20][CH:19]=[CH:18][CH:17]=1)[C:3]1[CH:4]=[CH:5][CH:6]=[CH:7][CH:8]=1, predict the reactants needed to synthesize it. The reactants are: [NH:1]([C:12]([O:14][CH2:15][C:16]1[CH:21]=[CH:20][CH:19]=[CH:18][CH:17]=1)=[O:13])[C@H:2]([C:9]([OH:11])=O)[C:3]1[CH:8]=[CH:7][CH:6]=[CH:5][CH:4]=1.[CH3:22][O:23][CH2:24][CH2:25][O:26][CH2:27][CH2:28][O:29][CH2:30][CH2:31][O:32][CH2:33][CH2:34][O:35][CH2:36][CH2:37][O:38][C@H:39]1[CH2:43][CH2:42][NH:41][CH2:40]1.C(N(CC)C(C)C)(C)C.F[B-](F)(F)F.N1(OC(N(C)C)=[N+](C)C)C2C=CC=CC=2N=N1. (5) Given the product [CH3:1][N:2]([CH3:6])[CH2:3][CH2:4][O:5][C:14]1[C:23]2[CH2:22][CH2:21][CH2:20][C:19]3([CH2:27][CH2:26][CH2:25][CH2:24]3)[C:18]=2[N:17]=[C:16]([NH2:28])[N:15]=1, predict the reactants needed to synthesize it. The reactants are: [CH3:1][N:2]([CH3:6])[CH2:3][CH2:4][OH:5].CC(C)([O-])C.[K+].Cl[C:14]1[C:23]2[CH2:22][CH2:21][CH2:20][C:19]3([CH2:27][CH2:26][CH2:25][CH2:24]3)[C:18]=2[N:17]=[C:16]([NH2:28])[N:15]=1. (6) Given the product [F:1][C:2]1[CH:3]=[C:4]([CH:5]=[CH:6][C:7]=1[Br:8])[CH2:9][Br:10], predict the reactants needed to synthesize it. The reactants are: [F:1][C:2]1[CH:3]=[C:4]([CH3:9])[CH:5]=[CH:6][C:7]=1[Br:8].[Br:10]N1C(=O)CCC1=O.C(OOC(=O)C1C=CC=CC=1)(=O)C1C=CC=CC=1. (7) Given the product [N:13]1([C:16]2[CH:17]=[N:18][CH:19]=[CH:20][CH:21]=2)[CH:14]=[CH:15][CH:10]=[CH:11][C:12]1=[O:23], predict the reactants needed to synthesize it. The reactants are: ClC1C=CC(CO[C:10]2[CH:15]=[CH:14][N:13]([C:16]3[CH:17]=[N:18][C:19](F)=[CH:20][CH:21]=3)[C:12](=[O:23])[CH:11]=2)=NC=1.C(OC(N1CC[C@@H](N)C1)=O)(C)(C)C.C([O-])([O-])=O.[K+].[K+].